Dataset: Full USPTO retrosynthesis dataset with 1.9M reactions from patents (1976-2016). Task: Predict the reactants needed to synthesize the given product. (1) Given the product [N+:10]([C:3]1[CH:4]=[C:5]([CH:8]=[CH:9][C:2]=1[NH:18][CH2:17][CH2:16][CH2:15][C:14]([F:20])([F:19])[F:13])[C:6]#[N:7])([O-:12])=[O:11], predict the reactants needed to synthesize it. The reactants are: Cl[C:2]1[CH:9]=[CH:8][C:5]([C:6]#[N:7])=[CH:4][C:3]=1[N+:10]([O-:12])=[O:11].[F:13][C:14]([F:20])([F:19])[CH2:15][CH2:16][CH2:17][NH2:18].CCN(CC)CC. (2) Given the product [Si:2]([O:3][CH2:4][CH2:5][CH2:6][CH2:7][CH2:8][CH2:9][O:10][CH2:11][CH2:12][OH:13])([C:21]([CH3:24])([CH3:23])[CH3:22])([CH3:25])[CH3:1], predict the reactants needed to synthesize it. The reactants are: [CH3:1][Si:2]([CH3:25])([C:21]([CH3:24])([CH3:23])[CH3:22])[O:3][CH2:4][CH2:5][CH2:6][CH2:7][CH2:8][CH2:9][O:10][CH2:11][CH2:12][O:13]CC1C=CC=CC=1. (3) The reactants are: [CH3:1][NH:2][CH2:3][CH2:4][CH:5]1[CH2:10][CH2:9][C:8]([C:16]2[CH:21]=[CH:20][CH:19]=[CH:18][CH:17]=2)([N:11]2[CH2:15][CH2:14][CH2:13]C2)[CH2:7][CH2:6]1.N1CCC1. Given the product [N:11]1([C:8]2([C:16]3[CH:17]=[CH:18][CH:19]=[CH:20][CH:21]=3)[CH2:9][CH2:10][CH:5]([CH2:4][CH2:3][NH:2][CH3:1])[CH2:6][CH2:7]2)[CH2:15][CH2:14][CH2:13]1, predict the reactants needed to synthesize it. (4) Given the product [CH2:24]([O:23][C:21]([C:6]1[C:7](=[O:20])[C:8]2[C:13](=[C:12]([O:14][CH:15]([F:16])[F:17])[C:11]([N:32]3[CH2:33][CH2:35][C@@H:38]([C:41]([NH2:40])([CH3:42])[CH3:45])[CH2:36]3)=[C:10]([F:19])[CH:9]=2)[N:4]([CH:1]2[CH2:2][CH2:3]2)[C:5]=1[S:26]([CH3:29])(=[O:28])=[O:27])=[O:22])[CH3:25], predict the reactants needed to synthesize it. The reactants are: [CH:1]1([N:4]2[C:13]3[C:8](=[CH:9][C:10]([F:19])=[C:11](F)[C:12]=3[O:14][CH:15]([F:17])[F:16])[C:7](=[O:20])[C:6]([C:21]([O:23][CH2:24][CH3:25])=[O:22])=[C:5]2[S:26]([CH3:29])(=[O:28])=[O:27])[CH2:3][CH2:2]1.CC[N:32]([CH:36]([CH3:38])C)[CH:33]([CH3:35])C.C[N:40](C)[C:41](=O)[CH3:42].[CH3:45]COC(C)=O. (5) Given the product [CH2:5]([N:7]([CH2:8][CH3:9])[C:12]([C:14]1[CH:23]=[CH:22][C:21]2[C:16](=[CH:17][CH:18]=[CH:19][C:20]=2[NH2:24])[N:15]=1)=[O:13])[CH3:6], predict the reactants needed to synthesize it. The reactants are: [Cl-].[Al+3].[Cl-].[Cl-].[CH2:5]([NH:7][CH2:8][CH3:9])[CH3:6].CO[C:12]([C:14]1[CH:23]=[CH:22][C:21]2[C:16](=[CH:17][CH:18]=[CH:19][C:20]=2[NH2:24])[N:15]=1)=[O:13].O. (6) The reactants are: [C:1]([NH:4][C:5]1[C:6](=[O:17])[N:7]([C@@H:11]([CH2:15][CH3:16])[C:12]([OH:14])=O)[CH:8]=[CH:9][CH:10]=1)(=[O:3])[CH3:2].[C:18]([O:22][C:23](=[O:41])[CH2:24][CH:25]([NH2:40])[CH:26]([OH:39])[CH2:27][O:28][C:29]1[C:34]([F:35])=[C:33]([F:36])[CH:32]=[C:31]([F:37])[C:30]=1[F:38])([CH3:21])([CH3:20])[CH3:19].C1C=CC2N(O)N=NC=2C=1.C(Cl)CCl. Given the product [C:18]([O:22][C:23](=[O:41])[CH2:24][C@H:25]([NH:40][C:12](=[O:14])[CH:11]([N:7]1[CH:8]=[CH:9][CH:10]=[C:5]([NH:4][C:1](=[O:3])[CH3:2])[C:6]1=[O:17])[CH2:15][CH3:16])[C@H:26]([OH:39])[CH2:27][O:28][C:29]1[C:30]([F:38])=[C:31]([F:37])[CH:32]=[C:33]([F:36])[C:34]=1[F:35])([CH3:21])([CH3:19])[CH3:20], predict the reactants needed to synthesize it. (7) Given the product [Br:18][C:19]1[CH:20]=[N:21][C:22]([N:1]2[CH:5]=[CH:4][CH:3]=[N:2]2)=[N:23][CH:24]=1, predict the reactants needed to synthesize it. The reactants are: [NH:1]1[CH:5]=[CH:4][CH:3]=[N:2]1.C(=O)([O-])[O-].[Cs+].[Cs+].CC(N(C)C)=O.[Br:18][C:19]1[CH:20]=[N:21][C:22](Cl)=[N:23][CH:24]=1.